This data is from Full USPTO retrosynthesis dataset with 1.9M reactions from patents (1976-2016). The task is: Predict the reactants needed to synthesize the given product. (1) Given the product [O:31]1[C:32]2[CH:38]=[CH:37][CH:36]=[CH:35][C:33]=2[N:34]=[C:30]1[N:20]1[CH2:21][CH2:22][CH:17]([CH:14]2[CH2:15][CH2:16][N:11]([C:8]3[CH:9]=[CH:10][C:5]([S:2]([CH3:1])(=[O:3])=[O:4])=[CH:6][CH:7]=3)[CH2:12][CH2:13]2)[CH2:18][CH2:19]1, predict the reactants needed to synthesize it. The reactants are: [CH3:1][S:2]([C:5]1[CH:10]=[CH:9][C:8]([N:11]2[CH2:16][CH2:15][CH:14]([CH:17]3[CH2:22][CH2:21][NH:20][CH2:19][CH2:18]3)[CH2:13][CH2:12]2)=[CH:7][CH:6]=1)(=[O:4])=[O:3].C(=O)([O-])[O-].[Cs+].[Cs+].Cl[C:30]1[O:31][C:32]2[CH:38]=[CH:37][CH:36]=[CH:35][C:33]=2[N:34]=1. (2) Given the product [C:1]([NH:4][C:5]([CH2:16][CH2:17][C:18]1[CH:23]=[CH:22][C:21]([S:24][C:25]2[CH:30]=[CH:29][C:28]([C:31](=[O:34])[CH2:32][O:40][C:35](=[O:39])[CH2:36][CH2:37][CH3:38])=[CH:27][CH:26]=2)=[CH:20][CH:19]=1)([C:11]([O:13][CH2:14][CH3:15])=[O:12])[C:6]([O:8][CH2:9][CH3:10])=[O:7])(=[O:3])[CH3:2], predict the reactants needed to synthesize it. The reactants are: [C:1]([NH:4][C:5]([CH2:16][CH2:17][C:18]1[CH:23]=[CH:22][C:21]([S:24][C:25]2[CH:30]=[CH:29][C:28]([C:31](=[O:34])[CH2:32]Cl)=[CH:27][CH:26]=2)=[CH:20][CH:19]=1)([C:11]([O:13][CH2:14][CH3:15])=[O:12])[C:6]([O:8][CH2:9][CH3:10])=[O:7])(=[O:3])[CH3:2].[C:35]([OH:40])(=[O:39])[CH2:36][CH2:37][CH3:38].CCN(CC)CC. (3) Given the product [NH2:1][C:2]1[CH:10]=[CH:9][C:8]([C:11]([O:13][CH3:14])=[O:12])=[CH:7][C:3]=1[C:4]([N:31]1[CH2:32][CH2:33][CH:28]([N:24]2[CH2:25][CH2:26][CH2:27][C:21]3([C:20](=[O:34])[O:19][C:18]([CH3:17])([CH3:35])[CH2:22]3)[CH2:23]2)[CH2:29][CH2:30]1)=[O:6], predict the reactants needed to synthesize it. The reactants are: [NH2:1][C:2]1[CH:10]=[CH:9][C:8]([C:11]([O:13][CH3:14])=[O:12])=[CH:7][C:3]=1[C:4]([OH:6])=O.Cl.Cl.[CH3:17][C:18]1([CH3:35])[CH2:22][C:21]2([CH2:27][CH2:26][CH2:25][N:24]([CH:28]3[CH2:33][CH2:32][NH:31][CH2:30][CH2:29]3)[CH2:23]2)[C:20](=[O:34])[O:19]1.C(OC(C)C)(C)C. (4) Given the product [CH3:24][C:21]([O:25][C:26](=[O:27])[NH:28][CH2:29][C:30]([NH:18][C:16]1[S:17][C:13]2[CH:12]=[C:11]([S:10][C:3]3[N:4]4[CH:9]=[CH:8][CH:7]=[N:6][C:5]4=[N:1][CH:2]=3)[CH:20]=[CH:19][C:14]=2[N:15]=1)=[O:31])([CH3:22])[CH3:23], predict the reactants needed to synthesize it. The reactants are: [N:1]1[CH:2]=[C:3]([S:10][C:11]2[CH:20]=[CH:19][C:14]3[N:15]=[C:16]([NH2:18])[S:17][C:13]=3[CH:12]=2)[N:4]2[CH:9]=[CH:8][CH:7]=[N:6][C:5]=12.[C:21]([O:25][C:26]([NH:28][CH2:29][C:30](O)=[O:31])=[O:27])([CH3:24])([CH3:23])[CH3:22].Cl.CN(C)CCCN=C=NCC. (5) The reactants are: Br[C:2]1[CH:3]=[C:4]([CH:13]=[O:14])[C:5]2[CH2:6][CH2:7][CH2:8][C:9]=2[C:10]=1[O:11][CH3:12].[CH3:15][O:16][C:17]1[CH:22]=[CH:21][C:20](B(O)O)=[CH:19][CH:18]=1.C(=O)([O-])[O-].[K+].[K+]. Given the product [CH3:12][O:11][C:10]1[C:9]2[CH2:8][CH2:7][CH2:6][C:5]=2[C:4]([CH:13]=[O:14])=[CH:3][C:2]=1[C:20]1[CH:21]=[CH:22][C:17]([O:16][CH3:15])=[CH:18][CH:19]=1, predict the reactants needed to synthesize it. (6) Given the product [C:17]([C:16]1[CH:19]=[CH:20][CH:21]=[CH:22][C:15]=1[CH2:1][N:2]([CH3:7])[S:3]([CH3:6])(=[O:5])=[O:4])#[N:18], predict the reactants needed to synthesize it. The reactants are: [CH3:1][NH:2][S:3]([CH3:6])(=[O:5])=[O:4].[C:7](=O)([O-])[O-].[K+].[K+].BrC[C:15]1[CH:22]=[CH:21][CH:20]=[CH:19][C:16]=1[C:17]#[N:18]. (7) Given the product [F:31][C:28]1[CH:29]=[CH:30][C:25]([CH:22]2[CH2:23][CH2:24][N:19]([S:16]([NH:15][C@H:11]3[CH2:12][C:13](=[O:14])[N:9]([OH:8])[C:10]3=[O:32])(=[O:17])=[O:18])[CH2:20][CH2:21]2)=[CH:26][CH:27]=1, predict the reactants needed to synthesize it. The reactants are: C([O:8][N:9]1[C:13](=[O:14])[CH2:12][CH:11]([NH:15][S:16]([N:19]2[CH2:24][CH2:23][CH:22]([C:25]3[CH:30]=[CH:29][C:28]([F:31])=[CH:27][CH:26]=3)[CH2:21][CH2:20]2)(=[O:18])=[O:17])[C:10]1=[O:32])C1C=CC=CC=1. (8) Given the product [CH3:1][CH:2]([CH2:6][NH:7][C:8]([O:9][C:10]([CH3:13])([CH3:12])[CH3:11])=[O:14])[C:3]([OH:5])=[O:4], predict the reactants needed to synthesize it. The reactants are: [CH3:1][CH:2]([CH2:6][NH2:7])[C:3]([OH:5])=[O:4].[C:8](O[C:8]([O:9][C:10]([CH3:13])([CH3:12])[CH3:11])=[O:14])(=[O:14])[O:9][C:10]([CH3:13])([CH3:12])[CH3:11].C(N(CC)CC)C. (9) Given the product [NH2:13][N:14]1[CH2:19][CH2:18][N:17]([C:2]2[NH:3][C:4](=[O:12])[C:5]3[C:10]([CH:11]=2)=[CH:9][CH:8]=[CH:7][CH:6]=3)[CH2:16][CH2:15]1, predict the reactants needed to synthesize it. The reactants are: Cl[C:2]1[NH:3][C:4](=[O:12])[C:5]2[C:10]([CH:11]=1)=[CH:9][CH:8]=[CH:7][CH:6]=2.[NH2:13][N:14]1[CH2:19][CH2:18][NH:17][CH2:16][CH2:15]1. (10) Given the product [CH3:14][O:13][C:11]([C:6]1[CH:7]=[CH:8][CH:9]=[C:10]2[C:5]=1[CH:4]=[CH:3][N+:2]([O-:23])=[CH:1]2)=[O:12], predict the reactants needed to synthesize it. The reactants are: [CH:1]1[C:10]2[CH:9]=[CH:8][CH:7]=[C:6]([C:11]([O:13][CH3:14])=[O:12])[C:5]=2[CH:4]=[CH:3][N:2]=1.C1C=C(Cl)C=C(C(OO)=[O:23])C=1.C(=O)(O)[O-].[Na+].